Task: Predict the reaction yield, written as a fraction of the theoretical maximum amount of product (1.0 means a 100% yield; for example, 0.34 means a 34% yield).. Dataset: Reaction yield outcomes from USPTO patents with 853,638 reactions (1) The reactants are [Br:1][C:2]1[N:3]=[C:4]([C:9]#[C:10][Si](C)(C)C)[C:5]([NH2:8])=[N:6][CH:7]=1.[H-].[Na+].[C:17]1([CH3:27])[CH:22]=[CH:21][C:20]([S:23](Cl)(=[O:25])=[O:24])=[CH:19][CH:18]=1. The catalyst is CN(C=O)C. The product is [Br:1][C:2]1[N:3]=[C:4]2[CH:9]=[CH:10][N:8]([S:23]([C:20]3[CH:21]=[CH:22][C:17]([CH3:27])=[CH:18][CH:19]=3)(=[O:25])=[O:24])[C:5]2=[N:6][CH:7]=1. The yield is 0.520. (2) The reactants are [CH2:1]([NH2:4])[CH2:2][NH2:3].[CH3:5][O:6][C:7]1[CH:12]=[CH:11][C:10]([C:13]([CH:15]=O)=O)=[CH:9][CH:8]=1.[BH4-].[Na+]. The catalyst is CO.O1CCCC1. The product is [CH3:5][O:6][C:7]1[CH:12]=[CH:11][C:10]([CH:13]2[CH2:15][NH:4][CH2:1][CH2:2][NH:3]2)=[CH:9][CH:8]=1. The yield is 0.450. (3) The reactants are [C:1](=[O:4])([O-])O.[Na+].[CH:6]([O:9][C:10](=[O:12])[CH3:11])(C)C.[F:13][C:14]([F:23])([F:22])[C:15]1[CH:16]=[C:17]([CH:19]=[CH:20][CH:21]=1)[NH2:18].CC(C(Cl)=O)C(Cl)=O. No catalyst specified. The product is [O:4]=[C:1]([NH:18][C:17]1[CH:19]=[CH:20][CH:21]=[C:15]([C:14]([F:13])([F:22])[F:23])[CH:16]=1)[CH2:11][C:10]([O:9][CH3:6])=[O:12]. The yield is 0.910. (4) The reactants are [Br:1][C:2]1[CH:9]=[CH:8][C:5]([CH:6]=O)=[CH:4][CH:3]=1.[NH2:10][C:11]1[N:12]=[N:13][C:14]([CH3:17])=[CH:15][CH:16]=1.C(O[C:21](=[O:36])[C:22]([OH:35])=[CH:23][C:24]([C:26]1[CH:31]=[CH:30][C:29]([CH:32]([CH3:34])[CH3:33])=[CH:28][CH:27]=1)=[O:25])C. The product is [Br:1][C:2]1[CH:9]=[CH:8][C:5]([CH:6]2[N:10]([C:11]3[N:12]=[N:13][C:14]([CH3:17])=[CH:15][CH:16]=3)[C:21](=[O:36])[C:22]([OH:35])=[C:23]2[C:24](=[O:25])[C:26]2[CH:27]=[CH:28][C:29]([CH:32]([CH3:33])[CH3:34])=[CH:30][CH:31]=2)=[CH:4][CH:3]=1. No catalyst specified. The yield is 0.300. (5) The reactants are Cl[CH2:2][CH2:3][C:4]([C:6]1[S:10][C:9]2[CH2:11][CH2:12][CH2:13][CH2:14][C:8]=2[CH:7]=1)=[O:5].S(=O)(=O)(O)O. No catalyst specified. The product is [CH2:2]1[C:7]2[C:8]3[CH2:14][CH2:13][CH2:12][CH2:11][C:9]=3[S:10][C:6]=2[C:4](=[O:5])[CH2:3]1. The yield is 0.470. (6) The reactants are C([O:3][C:4](=[O:18])[CH:5]([P:7]([O:15]CC)([C:9]1[CH:14]=[CH:13][CH:12]=[CH:11][CH:10]=1)=[O:8])[OH:6])C. The catalyst is Cl. The product is [OH:6][CH:5]([P:7]([OH:15])([C:9]1[CH:10]=[CH:11][CH:12]=[CH:13][CH:14]=1)=[O:8])[C:4]([OH:18])=[O:3]. The yield is 0.900. (7) No catalyst specified. The product is [CH2:27]1[C:35]2[C:30](=[CH:31][CH:32]=[CH:33][CH:34]=2)[CH2:29][CH:28]1[NH:36][S:17]([C:15]1[CH:16]=[C:11]([S:8]([C:5]2[CH:6]=[CH:7][C:2]([F:1])=[CH:3][CH:4]=2)(=[O:10])=[O:9])[C:12]([CH:24]([CH3:26])[CH3:25])=[CH:13][C:14]=1[CH:21]([CH3:23])[CH3:22])(=[O:19])=[O:18]. The reactants are [F:1][C:2]1[CH:7]=[CH:6][C:5]([S:8]([C:11]2[C:12]([CH:24]([CH3:26])[CH3:25])=[CH:13][C:14]([CH:21]([CH3:23])[CH3:22])=[C:15]([S:17](Cl)(=[O:19])=[O:18])[CH:16]=2)(=[O:10])=[O:9])=[CH:4][CH:3]=1.[CH2:27]1[C:35]2[C:30](=[CH:31][CH:32]=[CH:33][CH:34]=2)[CH2:29][CH:28]1[NH2:36]. The yield is 0.890.